The task is: Predict the reactants needed to synthesize the given product.. This data is from Full USPTO retrosynthesis dataset with 1.9M reactions from patents (1976-2016). (1) Given the product [CH:29]1([N:24]2[C:25]3[C:20](=[CH:19][C:18]([F:39])=[C:17]([N:15]4[CH2:14][C@H:10]5[C@H:9]([NH:8][CH2:13][CH2:12][CH2:11]5)[CH2:16]4)[C:26]=3[O:27][CH3:28])[C:21](=[O:38])[C:22]([C:32]([O:34][CH2:35][CH:36]=[CH2:37])=[O:33])=[CH:23]2)[CH2:31][CH2:30]1, predict the reactants needed to synthesize it. The reactants are: C(OC([N:8]1[CH2:13][CH2:12][CH2:11][C@H:10]2[CH2:14][N:15]([C:17]3[C:26]([O:27][CH3:28])=[C:25]4[C:20]([C:21](=[O:38])[C:22]([C:32]([O:34][CH2:35][CH:36]=[CH2:37])=[O:33])=[CH:23][N:24]4[CH:29]4[CH2:31][CH2:30]4)=[CH:19][C:18]=3[F:39])[CH2:16][C@@H:9]12)=O)(C)(C)C.C(Cl)(=O)C. (2) The reactants are: [Mg].Br[C:3]1[CH:8]=[CH:7][C:6]([O:9][CH3:10])=[C:5]([CH3:11])[CH:4]=1.[Br-].[C:13]([Si:17]([CH3:29])([CH3:28])[O:18][C:19]1[CH:20]=[C:21]([C:25](=O)[CH3:26])[CH:22]=[CH:23][CH:24]=1)([CH3:16])([CH3:15])[CH3:14]. Given the product [C:13]([Si:17]([O:18][C:19]1[CH:24]=[CH:23][CH:22]=[C:21]([C:25]([C:3]2[CH:8]=[CH:7][C:6]([O:9][CH3:10])=[C:5]([CH3:11])[CH:4]=2)=[CH2:26])[CH:20]=1)([CH3:29])[CH3:28])([CH3:16])([CH3:15])[CH3:14], predict the reactants needed to synthesize it. (3) Given the product [CH3:1][O:2][C:3]([C:5]1([NH:12][C:13](=[O:24])[C:14]2[CH:19]=[CH:18][C:17]([C:20](=[O:22])[CH3:21])=[C:16]([O:23][CH2:32][CH2:31][C:27]3[CH:26]=[C:25]([CH3:34])[CH:30]=[CH:29][CH:28]=3)[CH:15]=2)[CH2:6][CH2:7][CH2:8][CH2:9][CH2:10][CH2:11]1)=[O:4], predict the reactants needed to synthesize it. The reactants are: [CH3:1][O:2][C:3]([C:5]1([NH:12][C:13](=[O:24])[C:14]2[CH:19]=[CH:18][C:17]([C:20](=[O:22])[CH3:21])=[C:16]([OH:23])[CH:15]=2)[CH2:11][CH2:10][CH2:9][CH2:8][CH2:7][CH2:6]1)=[O:4].[C:25]1([CH3:34])[CH:30]=[CH:29][CH:28]=[C:27]([CH2:31][CH2:32]O)[CH:26]=1. (4) The reactants are: O[C:2]([C:24]1[CH:41]=[CH:40][C:27]2[N:28](COCC[Si](C)(C)C)[C:29](=[O:31])[S:30][C:26]=2[CH:25]=1)([C:4]1[S:5][CH:6]=[C:7]([C:9]2[CH:14]=[CH:13][C:12]([CH2:15][CH2:16][O:17]C3CCCCO3)=[CH:11][N:10]=2)[N:8]=1)[CH3:3].FC(F)(F)C(O)=O. Given the product [OH:17][CH2:16][CH2:15][C:12]1[CH:13]=[CH:14][C:9]([C:7]2[N:8]=[C:4]([C:2]([C:24]3[CH:41]=[CH:40][C:27]4[NH:28][C:29](=[O:31])[S:30][C:26]=4[CH:25]=3)=[CH2:3])[S:5][CH:6]=2)=[N:10][CH:11]=1, predict the reactants needed to synthesize it. (5) Given the product [C:25]1([CH2:24][CH2:23][CH2:22][NH:21][C:19](/[C:18](=[CH:8]/[CH:7]=[CH:6]/[C:5]2[CH:4]=[C:3]([O:2][CH3:1])[C:12]([OH:13])=[C:11]([O:14][CH3:15])[CH:10]=2)/[C:16]#[N:17])=[O:20])[CH:30]=[CH:29][CH:28]=[CH:27][CH:26]=1, predict the reactants needed to synthesize it. The reactants are: [CH3:1][O:2][C:3]1[CH:4]=[C:5]([CH:10]=[C:11]([O:14][CH3:15])[C:12]=1[OH:13])[CH:6]=[CH:7][CH:8]=O.[C:16]([CH2:18][C:19]([N-:21][CH2:22][CH2:23][CH2:24][C:25]1[CH:30]=[CH:29][CH:28]=[CH:27][CH:26]=1)=[O:20])#[N:17]. (6) Given the product [Cl:17][C:4]1[S:3][C:2]([O:1][CH2:8][C:9]([OH:11])=[O:10])=[CH:6][CH:5]=1, predict the reactants needed to synthesize it. The reactants are: [OH:1][C:2]1[S:3][CH:4]=[CH:5][CH:6]=1.Br[CH2:8][C:9]([O:11]CC)=[O:10].[OH-].[Na+].C(Cl)(Cl)[Cl:17]. (7) Given the product [C:8]([CH2:11][NH:12][CH:13]1[CH2:17][CH2:16][N:15]([C:18]2[CH:19]=[CH:20][C:21]([NH:24][C:25]([C:27]3([C:30]4[CH:35]=[CH:34][C:33]([OH:36])=[CH:32][CH:31]=4)[CH2:28][CH2:29]3)=[O:26])=[CH:22][CH:23]=2)[CH2:14]1)(=[O:10])[CH3:9], predict the reactants needed to synthesize it. The reactants are: B(Br)(Br)Br.CSC.[C:8]([CH2:11][NH:12][CH:13]1[CH2:17][CH2:16][N:15]([C:18]2[CH:23]=[CH:22][C:21]([NH:24][C:25]([C:27]3([C:30]4[CH:35]=[CH:34][C:33]([O:36]C)=[CH:32][CH:31]=4)[CH2:29][CH2:28]3)=[O:26])=[CH:20][CH:19]=2)[CH2:14]1)(=[O:10])[CH3:9].O.